Task: Predict the product of the given reaction.. Dataset: Forward reaction prediction with 1.9M reactions from USPTO patents (1976-2016) (1) Given the reactants C1(C(C2C=CC=CC=2)[N:8]2[C:16]3[C:11](=[CH:12][C:13]([CH3:17])=[CH:14][CH:15]=3)[C:10]3([C:21]4=[CH:22][C:23]5[O:27][CH2:26][O:25][C:24]=5[CH:28]=[C:20]4[O:19][CH2:18]3)[C:9]2=[O:29])C=CC=CC=1, predict the reaction product. The product is: [CH3:17][C:13]1[CH:12]=[C:11]2[C:16](=[CH:15][CH:14]=1)[NH:8][C:9](=[O:29])[C:10]12[C:21]2=[CH:22][C:23]3[O:27][CH2:26][O:25][C:24]=3[CH:28]=[C:20]2[O:19][CH2:18]1. (2) Given the reactants [CH3:1][C:2]1[C:3]([CH2:9][N:10]([CH2:16][C:17]2[C:22]([CH:23]([CH3:25])[CH3:24])=[CH:21][CH:20]=[CH:19][N:18]=2)[CH2:11][CH2:12][CH2:13][CH2:14][OH:15])=[N:4][CH:5]=[C:6]([CH3:8])[CH:7]=1.CCN(CC)CC.ClC(OC1C=C[C:40]([N+:43]([O-:45])=O)=CC=1)=O.[OH2:46], predict the reaction product. The product is: [CH3:1][C:2]1[C:3]([CH2:9][N:10]([CH2:16][C:17]2[C:22]([CH:23]([CH3:25])[CH3:24])=[CH:21][CH:20]=[CH:19][N:18]=2)[CH2:11][CH2:12][CH2:13][CH2:14][O:15][C:40]([NH:43][OH:45])=[O:46])=[N:4][CH:5]=[C:6]([CH3:8])[CH:7]=1. (3) The product is: [S:17]1[C:18]2[CH:24]=[CH:23][CH:22]=[CH:21][C:19]=2[N:20]=[C:16]1[S:15][C:8]1[C:7]([CH3:25])=[C:6]([CH2:5][C:4]([OH:26])=[O:3])[N:14]2[C:9]=1[CH:10]=[CH:11][CH:12]=[CH:13]2. Given the reactants C([O:3][C:4](=[O:26])[CH2:5][C:6]1[N:14]2[C:9]([CH:10]=[CH:11][CH:12]=[CH:13]2)=[C:8]([S:15][C:16]2[S:17][C:18]3[CH:24]=[CH:23][CH:22]=[CH:21][C:19]=3[N:20]=2)[C:7]=1[CH3:25])C.CO.[OH-].[Na+].Cl, predict the reaction product. (4) Given the reactants [Cl:1][C:2]1[CH:7]=[CH:6][C:5]([C:8]2[N:12]([CH2:13][C:14]([N:16]3[CH2:21][CH2:20][O:19][CH2:18][CH2:17]3)=[O:15])[C:11]3[CH:22]=[C:23]([C:25]([O:27]C)=[O:26])[S:24][C:10]=3[C:9]=2[CH:29]2[CH2:34][CH2:33][CH2:32][CH2:31][CH2:30]2)=[CH:4][CH:3]=1.B(Br)(Br)Br, predict the reaction product. The product is: [Cl:1][C:2]1[CH:7]=[CH:6][C:5]([C:8]2[N:12]([CH2:13][C:14]([N:16]3[CH2:21][CH2:20][O:19][CH2:18][CH2:17]3)=[O:15])[C:11]3[CH:22]=[C:23]([C:25]([OH:27])=[O:26])[S:24][C:10]=3[C:9]=2[CH:29]2[CH2:34][CH2:33][CH2:32][CH2:31][CH2:30]2)=[CH:4][CH:3]=1. (5) Given the reactants [C:1](#N)[CH3:2].[N:4]([CH2:7][CH2:8][CH2:9][Cl:10])=[N+:5]=[N-:6].O=C1O[C@H]([C@H](CO)O)C([O-])=C1O.[Na+].C, predict the reaction product. The product is: [Cl:10][CH2:9][CH2:8][CH2:7][N:4]1[CH:2]=[CH:1][N:6]=[N:5]1.